Dataset: Reaction yield outcomes from USPTO patents with 853,638 reactions. Task: Predict the reaction yield, written as a fraction of the theoretical maximum amount of product (1.0 means a 100% yield; for example, 0.34 means a 34% yield). (1) The yield is 0.470. The product is [CH2:1]([C:3]1[N:8]=[C:7]([N:9]2[CH2:10][CH2:11][N:12]([CH2:37][CH2:36][CH2:35][CH2:34][O:33][C:29]3[N:30]=[C:31]4[C:26]([CH2:25][CH2:24][C:23](=[O:22])[NH:32]4)=[CH:27][CH:28]=3)[CH2:13][CH2:14]2)[CH:6]=[CH:5][CH:4]=1)[CH3:2]. The catalyst is ClC(Cl)C. The reactants are [CH2:1]([C:3]1[N:8]=[C:7]([N:9]2[CH2:14][CH2:13][NH:12][CH2:11][CH2:10]2)[CH:6]=[CH:5][CH:4]=1)[CH3:2].CCN(CC)CC.[O:22]=[C:23]1[NH:32][C:31]2[N:30]=[C:29]([O:33][CH2:34][CH2:35][CH2:36][CH:37]=O)[CH:28]=[CH:27][C:26]=2[CH2:25][CH2:24]1.[BH-](OC(C)=O)(OC(C)=O)OC(C)=O.[Na+]. (2) The reactants are Br[C:2]1[C:3]([O:9][CH3:10])=[N:4][C:5]([NH2:8])=[N:6][CH:7]=1.[B:11]1([B:11]2[O:15][C:14]([CH3:17])([CH3:16])[C:13]([CH3:19])([CH3:18])[O:12]2)[O:15][C:14]([CH3:17])([CH3:16])[C:13]([CH3:19])([CH3:18])[O:12]1.C([O-])(=O)C.[K+]. The catalyst is C1(C)C=CC=CC=1.C1C=CC(P(C2C=CC=CC=2)[C-]2C=CC=C2)=CC=1.C1C=CC(P(C2C=CC=CC=2)[C-]2C=CC=C2)=CC=1.Cl[Pd]Cl.[Fe+2].C(Cl)Cl. The product is [CH3:10][O:9][C:3]1[C:2]([B:11]2[O:15][C:14]([CH3:17])([CH3:16])[C:13]([CH3:19])([CH3:18])[O:12]2)=[CH:7][N:6]=[C:5]([NH2:8])[N:4]=1. The yield is 0.493. (3) The reactants are [CH3:1][C:2]1[N:6]([CH2:7][C:8]2[CH:13]=[CH:12][C:11]([CH3:14])=[CH:10][CH:9]=2)[N:5]=[C:4]([C:15]2[O:16][CH2:17][CH:18]([C:20]3[CH:25]=[CH:24][CH:23]=[CH:22][CH:21]=3)[N:19]=2)[CH:3]=1.ClC1C(=O)C(C#N)=C(C#N)C(=O)C=1Cl. The catalyst is O1CCOCC1.O. The product is [CH3:1][C:2]1[N:6]([CH2:7][C:8]2[CH:9]=[CH:10][C:11]([CH3:14])=[CH:12][CH:13]=2)[N:5]=[C:4]([C:15]2[O:16][CH:17]=[C:18]([C:20]3[CH:25]=[CH:24][CH:23]=[CH:22][CH:21]=3)[N:19]=2)[CH:3]=1. The yield is 0.150.